Predict the reactants needed to synthesize the given product. From a dataset of Full USPTO retrosynthesis dataset with 1.9M reactions from patents (1976-2016). (1) The reactants are: [Cl:1][C:2]1[C:3]2[N:4]([C:11]([CH3:14])=[CH:12][CH:13]=2)[C:5]([C:8]([OH:10])=O)=[CH:6][N:7]=1.C(N(C(C)C)C(C)C)C.Cl.[O:25]1[CH2:30][CH2:29][CH:28]([CH2:31][NH2:32])[CH2:27][CH2:26]1.F[P-](F)(F)(F)(F)F.N1(OC(N(C)C)=[N+](C)C)C2C=CC=CC=2N=N1. Given the product [Cl:1][C:2]1[C:3]2[N:4]([C:11]([CH3:14])=[CH:12][CH:13]=2)[C:5]([C:8]([NH:32][CH2:31][CH:28]2[CH2:29][CH2:30][O:25][CH2:26][CH2:27]2)=[O:10])=[CH:6][N:7]=1, predict the reactants needed to synthesize it. (2) Given the product [Cl:14][C:12]1[CH:11]=[C:10]([C:15]2([C:32]([F:33])([F:35])[F:34])[CH2:19][CH2:18][N:17]([C:20]3[S:21][C:22]4[C:28]([C:29]([NH:3][CH2:1][CH3:2])=[O:30])=[CH:27][CH:26]=[CH:25][C:23]=4[N:24]=3)[CH2:16]2)[CH:9]=[C:8]([Cl:7])[CH:13]=1, predict the reactants needed to synthesize it. The reactants are: [CH2:1]([NH2:3])[CH3:2].C(#N)C.[Cl:7][C:8]1[CH:9]=[C:10]([C:15]2([C:32]([F:35])([F:34])[F:33])[CH2:19][CH2:18][N:17]([C:20]3[S:21][C:22]4[C:28]([C:29](Cl)=[O:30])=[CH:27][CH:26]=[CH:25][C:23]=4[N:24]=3)[CH2:16]2)[CH:11]=[C:12]([Cl:14])[CH:13]=1. (3) Given the product [CH3:16][N:17]([CH3:18])[CH2:2][CH2:3][CH2:4][C:5]1[CH:10]=[CH:9][C:8]([NH:11][C:12](=[O:14])[CH3:13])=[CH:7][CH:6]=1, predict the reactants needed to synthesize it. The reactants are: O=[CH:2][CH2:3][CH2:4][C:5]1[CH:10]=[CH:9][C:8]([NH:11][C:12](=[O:14])[CH3:13])=[CH:7][CH:6]=1.Cl.[CH3:16][NH:17][CH3:18].C([O-])(=O)C.[Na+].C([BH3-])#N.[Na+]. (4) Given the product [Cl:1][C:2]1[CH:3]=[CH:4][C:5]([O:25][S:33]([C:36]([F:39])([F:38])[F:37])(=[O:35])=[O:34])=[C:6]2[C:11]=1[N:10]=[C:9]([CH3:12])[C:8]([CH2:13][C:14]1[CH:19]=[CH:18][C:17]([S:20]([CH3:23])(=[O:21])=[O:22])=[CH:16][CH:15]=1)=[C:7]2[CH3:24], predict the reactants needed to synthesize it. The reactants are: [Cl:1][C:2]1[C:11]2[N:10]=[C:9]([CH3:12])[C:8]([CH2:13][C:14]3[CH:19]=[CH:18][C:17]([S:20]([CH3:23])(=[O:22])=[O:21])=[CH:16][CH:15]=3)=[C:7]([CH3:24])[C:6]=2[C:5]([OH:25])=[CH:4][CH:3]=1.C1C=CC(N([S:33]([C:36]([F:39])([F:38])[F:37])(=[O:35])=[O:34])[S:33]([C:36]([F:39])([F:38])[F:37])(=[O:35])=[O:34])=CC=1.C(=O)([O-])[O-].[K+].[K+]. (5) Given the product [Cl:18][C:6]1[C:5]2[C:10](=[CH:11][C:2]([Cl:1])=[CH:3][CH:4]=2)[N:9]=[CH:8][C:7]=1[N+:12]([O-:14])=[O:13], predict the reactants needed to synthesize it. The reactants are: [Cl:1][C:2]1[CH:11]=[C:10]2[C:5]([C:6](O)=[C:7]([N+:12]([O-:14])=[O:13])[CH:8]=[N:9]2)=[CH:4][CH:3]=1.O=P(Cl)(Cl)[Cl:18].